This data is from Reaction yield outcomes from USPTO patents with 853,638 reactions. The task is: Predict the reaction yield, written as a fraction of the theoretical maximum amount of product (1.0 means a 100% yield; for example, 0.34 means a 34% yield). (1) The reactants are C([SiH](CC)CC)C.B(F)(F)F.CCOCC.[CH2:17]([O:19][C:20]1[CH:46]=[CH:45][C:23]([CH2:24][C:25]2[CH:26]=[C:27]([C:32]3(OC)[C@H:37]([OH:38])[C@@H:36]([OH:39])[C@H:35]([OH:40])[C@@H:34]([CH2:41][OH:42])[O:33]3)[CH:28]=[CH:29][C:30]=2[Cl:31])=[CH:22][CH:21]=1)[CH3:18]. The catalyst is C(#N)C.ClCCl. The product is [CH2:17]([O:19][C:20]1[CH:46]=[CH:45][C:23]([CH2:24][C:25]2[CH:26]=[C:27]([C@H:32]3[C@H:37]([OH:38])[C@@H:36]([OH:39])[C@H:35]([OH:40])[C@@H:34]([CH2:41][OH:42])[O:33]3)[CH:28]=[CH:29][C:30]=2[Cl:31])=[CH:22][CH:21]=1)[CH3:18]. The yield is 0.440. (2) The reactants are C[O-].[Na+].Cl[C:5]1[C:10]([N+:11]([O-:13])=[O:12])=[CH:9][C:8]([CH3:14])=[C:7]([CH3:15])[N:6]=1.[CH2:16]([O:18]CC)C.O. The catalyst is CO. The product is [CH3:14][C:8]1[CH:9]=[C:10]([N+:11]([O-:13])=[O:12])[C:5]([O:18][CH3:16])=[N:6][C:7]=1[CH3:15]. The yield is 0.826. (3) The product is [CH2:10]([O:9][C:7]([NH:8][CH:3]([OH:4])[C:2]([OH:6])=[O:5])=[O:17])[C:11]1[CH:16]=[CH:15][CH:14]=[CH:13][CH:12]=1. The reactants are O.[C:2]([OH:6])(=[O:5])[CH:3]=[O:4].[C:7](=[O:17])([O:9][CH2:10][C:11]1[CH:16]=[CH:15][CH:14]=[CH:13][CH:12]=1)[NH2:8]. The catalyst is CCOCC. The yield is 0.470. (4) The catalyst is CN(C1C=CN=CC=1)C. The product is [CH3:1][O:2][C:3]1[CH:4]=[C:5]2[C:10](=[C:11]([NH:13][S:20]([C:14]3[CH:19]=[CH:18][CH:17]=[CH:16][CH:15]=3)(=[O:22])=[O:21])[CH:12]=1)[N:9]=[CH:8][CH:7]=[CH:6]2. The reactants are [CH3:1][O:2][C:3]1[CH:4]=[C:5]2[C:10](=[C:11]([NH2:13])[CH:12]=1)[N:9]=[CH:8][CH:7]=[CH:6]2.[C:14]1([S:20](Cl)(=[O:22])=[O:21])[CH:19]=[CH:18][CH:17]=[CH:16][CH:15]=1. The yield is 0.570. (5) The reactants are Cl[C:2]1[C:7]2[N:8]=[C:9]([S:12][CH3:13])[N:10]=[CH:11][C:6]=2[CH:5]=[CH:4][N:3]=1.[CH:14]1(B(O)O)[CH2:16][CH2:15]1.C1(P(C2CCCCC2)C2CCCCC2)CCCCC1. The catalyst is C1(C)C=CC=CC=1.O.CCOC(C)=O.CC([O-])=O.CC([O-])=O.[Pd+2]. The product is [CH:14]1([C:2]2[C:7]3[N:8]=[C:9]([S:12][CH3:13])[N:10]=[CH:11][C:6]=3[CH:5]=[CH:4][N:3]=2)[CH2:16][CH2:15]1. The yield is 0.620.